Predict the reactants needed to synthesize the given product. From a dataset of Full USPTO retrosynthesis dataset with 1.9M reactions from patents (1976-2016). (1) Given the product [O:3]1[C:4]2[CH:10]=[CH:9][CH:8]=[CH:7][C:5]=2[N:6]=[C:2]1[N:12]([CH2:13][CH2:14][CH2:15][CH2:16][OH:17])[CH3:11], predict the reactants needed to synthesize it. The reactants are: Cl[C:2]1[O:3][C:4]2[CH:10]=[CH:9][CH:8]=[CH:7][C:5]=2[N:6]=1.[CH3:11][NH:12][CH2:13][CH2:14][CH2:15][CH2:16][OH:17].C(N(CC)CC)C. (2) Given the product [CH2:1]([O:8][C:9]1[CH:24]=[C:23]([N:25]([CH2:31][C:32]2[CH:33]=[CH:34][C:35]([CH:38]3[CH2:43][CH2:42][CH2:41][CH2:40][CH2:39]3)=[CH:36][CH:37]=2)[C:26](=[O:30])[CH2:27][N:28]([CH3:29])[S:52]([C:49]2[CH:48]=[CH:47][C:46]([O:45][CH3:44])=[CH:51][CH:50]=2)(=[O:54])=[O:53])[CH:22]=[CH:21][C:10]=1[C:11]([O:13][CH2:14][C:15]1[CH:20]=[CH:19][CH:18]=[CH:17][CH:16]=1)=[O:12])[C:2]1[CH:3]=[CH:4][CH:5]=[CH:6][CH:7]=1, predict the reactants needed to synthesize it. The reactants are: [CH2:1]([O:8][C:9]1[CH:24]=[C:23]([N:25]([CH2:31][C:32]2[CH:37]=[CH:36][C:35]([CH:38]3[CH2:43][CH2:42][CH2:41][CH2:40][CH2:39]3)=[CH:34][CH:33]=2)[C:26](=[O:30])[CH2:27][NH:28][CH3:29])[CH:22]=[CH:21][C:10]=1[C:11]([O:13][CH2:14][C:15]1[CH:20]=[CH:19][CH:18]=[CH:17][CH:16]=1)=[O:12])[C:2]1[CH:7]=[CH:6][CH:5]=[CH:4][CH:3]=1.[CH3:44][O:45][C:46]1[CH:51]=[CH:50][C:49]([S:52](Cl)(=[O:54])=[O:53])=[CH:48][CH:47]=1. (3) Given the product [CH3:17][C:16]1([CH3:18])[O:13][C:12]2[CH:11]=[CH:10][C:4]([C:5]([O:7][CH2:8][CH3:9])=[O:6])=[CH:3][C:2]=2[O:1]1, predict the reactants needed to synthesize it. The reactants are: [OH:1][C:2]1[CH:3]=[C:4]([CH:10]=[CH:11][C:12]=1[OH:13])[C:5]([O:7][CH2:8][CH3:9])=[O:6].CO[C:16](OC)([CH3:18])[CH3:17].C1(C)C=CC(S(O)(=O)=O)=CC=1. (4) Given the product [F:5][C:6]([F:17])([F:18])[C:7]([C:13]([F:14])([F:15])[F:16])([OH:12])[CH2:8][CH:9]([CH3:11])[CH2:10][OH:19], predict the reactants needed to synthesize it. The reactants are: B.CSC.[F:5][C:6]([F:18])([F:17])[C:7]([C:13]([F:16])([F:15])[F:14])([OH:12])[CH2:8][C:9]([CH3:11])=[CH2:10].[OH-:19].[Na+].